From a dataset of Reaction yield outcomes from USPTO patents with 853,638 reactions. Predict the reaction yield, written as a fraction of the theoretical maximum amount of product (1.0 means a 100% yield; for example, 0.34 means a 34% yield). (1) The reactants are [Cl-].O[NH3+:3].[C:4](=[O:7])([O-])[OH:5].[Na+].CS(C)=O.[OH:13][C:14]([CH3:51])([CH3:50])[CH2:15][O:16][C@H:17]1[CH2:22][CH2:21][C@H:20]([N:23]2[C:28](=[O:29])[C:27]([CH2:30][C:31]3[S:35][C:34]([C:36]4[CH:43]=[CH:42][CH:41]=[CH:40][C:37]=4[C:38]#[N:39])=[CH:33][CH:32]=3)=[C:26]([CH2:44][CH2:45][CH3:46])[N:25]3[N:47]=[CH:48][N:49]=[C:24]23)[CH2:19][CH2:18]1. The catalyst is C(OCC)(=O)C. The product is [OH:13][C:14]([CH3:50])([CH3:51])[CH2:15][O:16][C@H:17]1[CH2:18][CH2:19][C@H:20]([N:23]2[C:28](=[O:29])[C:27]([CH2:30][C:31]3[S:35][C:34]([C:36]4[CH:43]=[CH:42][CH:41]=[CH:40][C:37]=4[C:38]4[NH:3][C:4](=[O:7])[O:5][N:39]=4)=[CH:33][CH:32]=3)=[C:26]([CH2:44][CH2:45][CH3:46])[N:25]3[N:47]=[CH:48][N:49]=[C:24]23)[CH2:21][CH2:22]1. The yield is 0.380. (2) The reactants are [CH2:1]([N:8]([CH2:14][C:15]1([OH:28])[CH2:20][CH2:19][N:18]([C:21]([O:23][C:24]([CH3:27])([CH3:26])[CH3:25])=[O:22])[CH2:17][CH2:16]1)[C:9]([CH3:13])([CH3:12])[CH2:10]O)[C:2]1[CH:7]=[CH:6][CH:5]=[CH:4][CH:3]=1.C(N(CC)C(C)C)(C)C.CS(OS(C)(=O)=O)(=O)=O. The catalyst is O1CCCC1.C(OCC)(=O)C. The product is [CH2:1]([N:8]1[C:9]([CH3:13])([CH3:10])[CH2:12][O:28][C:15]2([CH2:16][CH2:17][N:18]([C:21]([O:23][C:24]([CH3:25])([CH3:26])[CH3:27])=[O:22])[CH2:19][CH2:20]2)[CH2:14]1)[C:2]1[CH:7]=[CH:6][CH:5]=[CH:4][CH:3]=1. The yield is 0.280. (3) The reactants are [CH3:1][O:2][C:3]1[CH:8]=[CH:7][C:6]([N+:9]([O-:11])=[O:10])=[CH:5][C:4]=1[C:12]1[N:16]([CH3:17])[N:15]=[CH:14][CH:13]=1.[Cl:18]N1C(=O)CCC1=O.O. The catalyst is CN(C=O)C. The product is [Cl:18][C:13]1[CH:14]=[N:15][N:16]([CH3:17])[C:12]=1[C:4]1[CH:5]=[C:6]([N+:9]([O-:11])=[O:10])[CH:7]=[CH:8][C:3]=1[O:2][CH3:1]. The yield is 0.890.